Dataset: Catalyst prediction with 721,799 reactions and 888 catalyst types from USPTO. Task: Predict which catalyst facilitates the given reaction. (1) Reactant: Br[CH2:2][CH2:3][CH2:4][CH2:5][C:6]#[N:7].[C:8]1(=[O:18])[NH:12][C:11](=[O:13])[C:10]2=[CH:14][CH:15]=[CH:16][CH:17]=[C:9]12.[K]. Product: [O:13]=[C:11]1[C:10]2[C:9](=[CH:17][CH:16]=[CH:15][CH:14]=2)[C:8](=[O:18])[N:12]1[CH2:2][CH2:3][CH2:4][CH2:5][C:6]#[N:7]. The catalyst class is: 3. (2) Reactant: [NH2:1][C:2]1[CH:7]=[C:6]([N+:8]([O-])=O)[CH:5]=[CH:4][C:3]=1[C:11]1[CH:16]=[CH:15][N:14]=[C:13]([C@@H:17]([NH:21][C:22](=[O:28])[O:23][C:24]([CH3:27])([CH3:26])[CH3:25])[CH2:18][CH:19]=[CH2:20])[CH:12]=1.[Cl-].[NH4+]. Product: [NH2:1][C:2]1[CH:7]=[C:6]([NH2:8])[CH:5]=[CH:4][C:3]=1[C:11]1[CH:16]=[CH:15][N:14]=[C:13]([C@@H:17]([NH:21][C:22](=[O:28])[O:23][C:24]([CH3:27])([CH3:26])[CH3:25])[CH2:18][CH:19]=[CH2:20])[CH:12]=1. The catalyst class is: 284. (3) Reactant: [OH:1][C:2]1[CH:9]=[C:8]([CH3:10])[C:5]([CH:6]=[O:7])=[C:4]([CH3:11])[C:3]=1[CH3:12].[H-].[Na+].Br[CH2:16][C:17]#[C:18][CH3:19].Cl. Product: [CH2:16]([O:1][C:2]1[CH:9]=[C:8]([CH3:10])[C:5]([CH:6]=[O:7])=[C:4]([CH3:11])[C:3]=1[CH3:12])[C:17]#[C:18][CH3:19]. The catalyst class is: 9. (4) The catalyst class is: 740. Reactant: [NH2:1][C:2]1[C:7]([NH2:8])=[C:6]([CH3:9])[CH:5]=[C:4]([CH3:10])[N:3]=1.[CH2:11]([O:13][C:14](OCC)(OCC)OCC)[CH3:12]. Product: [CH2:11]([O:13][C:14]1[NH:1][C:2]2=[N:3][C:4]([CH3:10])=[CH:5][C:6]([CH3:9])=[C:7]2[N:8]=1)[CH3:12]. (5) Reactant: [CH3:1][CH:2]([O:4][C:5]1[CH:6]=[C:7]([O:20][C:21]2[CH:29]=[CH:28][C:24]([C:25](O)=[O:26])=[CH:23][CH:22]=2)[CH:8]=[C:9]([C:11]([NH:13][C:14]2[CH:18]=[CH:17][N:16]([CH3:19])[N:15]=2)=[O:12])[CH:10]=1)[CH3:3].CN(C(ON1N=NC2C=[CH:42][CH:43]=[N:44][C:39]1=2)=[N+](C)C)C.F[P-](F)(F)(F)(F)F.Cl.N1CCC1.C(N(C(C)C)CC)(C)C. Product: [N:44]1([C:25]([C:24]2[CH:28]=[CH:29][C:21]([O:20][C:7]3[CH:8]=[C:9]([CH:10]=[C:5]([O:4][CH:2]([CH3:1])[CH3:3])[CH:6]=3)[C:11]([NH:13][C:14]3[CH:18]=[CH:17][N:16]([CH3:19])[N:15]=3)=[O:12])=[CH:22][CH:23]=2)=[O:26])[CH2:43][CH2:42][CH2:39]1. The catalyst class is: 18.